The task is: Predict the reaction yield, written as a fraction of the theoretical maximum amount of product (1.0 means a 100% yield; for example, 0.34 means a 34% yield).. This data is from Reaction yield outcomes from USPTO patents with 853,638 reactions. (1) The reactants are [Na].[N+:2]([C:5]1[NH:6][CH:7]=[CH:8][N:9]=1)([O-:4])=[O:3].[CH2:10](Br)[C:11]([C:13]1[CH:18]=C[CH:16]=[CH:15][CH:14]=1)=[O:12].C[N:21](C)C=O. The catalyst is CO.C(OCC)C. The product is [N+:2]([C:5]1[N:6]([CH2:10][C:11]([C:13]2[CH:18]=[N:21][CH:16]=[CH:15][CH:14]=2)=[O:12])[CH:7]=[CH:8][N:9]=1)([O-:4])=[O:3]. The yield is 0.660. (2) The reactants are [Br:1][C:2](Br)=[CH:3][C:4]1[CH:9]=[CH:8][C:7]([F:10])=[CH:6][CH:5]=1.CC(C)([O-])C.[K+].C1(C)C=CC=CC=1. The catalyst is O. The product is [Br:1][C:2]#[C:3][C:4]1[CH:9]=[CH:8][C:7]([F:10])=[CH:6][CH:5]=1. The yield is 0.700. (3) The reactants are C([N:8]1[CH2:16][C:15]2[C:10](=[CH:11][CH:12]=[C:13]([CH2:17][OH:18])[CH:14]=2)[CH2:9]1)C1C=CC=CC=1. The catalyst is [Pd].C(O)C. The product is [CH2:9]1[C:10]2[C:15](=[CH:14][C:13]([CH2:17][OH:18])=[CH:12][CH:11]=2)[CH2:16][NH:8]1. The yield is 1.00. (4) The reactants are [CH3:1][O:2][C:3]([C:5]1[CH:13]=[C:12]2[C:8]([CH:9]=[CH:10][N:11]2[CH2:14][C:15]2[CH:20]=[CH:19][CH:18]=[C:17]([N+:21]([O-])=O)[CH:16]=2)=[CH:7][CH:6]=1)=[O:4]. The catalyst is CO.CC(O)=O.[Zn]. The product is [CH3:1][O:2][C:3]([C:5]1[CH:13]=[C:12]2[C:8]([CH:9]=[CH:10][N:11]2[CH2:14][C:15]2[CH:20]=[CH:19][CH:18]=[C:17]([NH2:21])[CH:16]=2)=[CH:7][CH:6]=1)=[O:4]. The yield is 1.00. (5) The reactants are [CH2:1]([N:8]([CH2:29][CH:30]1[CH2:35][CH2:34][CH:33]([CH2:36][O:37][Si](C(C)(C)C)(C)C)[CH2:32][CH2:31]1)[S:9]([NH:12][C:13](=[O:28])[C:14]1[CH:19]=[C:18]([C:20]([F:23])([F:22])[F:21])[CH:17]=[C:16]([C:24]([F:27])([F:26])[F:25])[CH:15]=1)(=[O:11])=[O:10])[C:2]1[CH:7]=[CH:6][CH:5]=[CH:4][CH:3]=1. The catalyst is C(O)(=O)C.O.O1CCCC1.O.C(OCC)(=O)C. The product is [CH2:1]([N:8]([CH2:29][CH:30]1[CH2:31][CH2:32][CH:33]([CH2:36][OH:37])[CH2:34][CH2:35]1)[S:9]([NH:12][C:13](=[O:28])[C:14]1[CH:19]=[C:18]([C:20]([F:21])([F:22])[F:23])[CH:17]=[C:16]([C:24]([F:25])([F:26])[F:27])[CH:15]=1)(=[O:11])=[O:10])[C:2]1[CH:3]=[CH:4][CH:5]=[CH:6][CH:7]=1. The yield is 0.750. (6) The reactants are [Cl:1][C:2]1[CH:7]=[CH:6][CH:5]=[CH:4][C:3]=1[C:8](=O)[CH2:9][C:10](=O)[C:11]([F:14])([F:13])[F:12].ClCC(C1C=CC=CC=1)=O.[NH2:27][C:28]1[N:29]=[CH:30][NH:31][C:32]=1[C:33]#[N:34]. No catalyst specified. The product is [Cl:1][C:2]1[CH:7]=[CH:6][CH:5]=[CH:4][C:3]=1[C:8]1[CH:9]=[C:10]([C:11]([F:14])([F:13])[F:12])[N:29]2[CH:30]=[N:31][C:32]([C:33]#[N:34])=[C:28]2[N:27]=1. The yield is 0.170. (7) The reactants are [NH2:1][C:2]1[CH:11]=[C:10]([Cl:12])[C:9]([I:13])=[CH:8][C:3]=1[C:4]([O:6][CH3:7])=[O:5].N1C=CC=CC=1.Cl[C:21](=[O:28])[CH2:22][C:23]([O:25][CH2:26][CH3:27])=[O:24]. The catalyst is ClCCl. The product is [Cl:12][C:10]1[C:9]([I:13])=[CH:8][C:3]([C:4]([O:6][CH3:7])=[O:5])=[C:2]([NH:1][C:21](=[O:28])[CH2:22][C:23]([O:25][CH2:26][CH3:27])=[O:24])[CH:11]=1. The yield is 0.750. (8) The reactants are [Mg].[C:2](=[O:4])=[O:3].Cl[C:6]([C:9]1[CH:14]=[CH:13][C:12]([C:15](=[O:20])[CH2:16][CH2:17][CH2:18][Cl:19])=[CH:11][CH:10]=1)([CH3:8])[CH3:7].Cl. The catalyst is [Cl-].C([N+](CC)(CC)CC)C.CN(C)C=O.[Ag]. The yield is 0.720. The product is [Cl:19][CH2:18][CH2:17][CH2:16][C:15]([C:12]1[CH:11]=[CH:10][C:9]([C:6]([CH3:8])([CH3:7])[C:2]([OH:4])=[O:3])=[CH:14][CH:13]=1)=[O:20].